From a dataset of Experimentally validated miRNA-target interactions with 360,000+ pairs, plus equal number of negative samples. Binary Classification. Given a miRNA mature sequence and a target amino acid sequence, predict their likelihood of interaction. (1) The miRNA is mmu-miR-466i-5p with sequence UGUGUGUGUGUGUGUGUGUG. The protein sequence of the target gene is MSKERPKRNIIQKKYDDSDGIPWSEERVVRKVLYLSLKEFKNAQKRQHGEGLAGSLKAVNGLLGNAQAKALGPASEQSENEKDDASQVSSTSNDVSSSDFEEGPSRKRPRLQAQRKFAQSQPNSPSTTPVKIVEPLLPPPATQISDLSKRKPKTEDFLTFLCLRGSPALPNSMVYFGSSQDEEDVEEEDDETEDVKATTNNASSSCQSTPRKGKTHKHVHNGHVFNGSSRSAREKEPAHKHRSKEATPGKEKHSEPRADSRREQASGAQPTAASAAASSAKGLAANHQPPPSHRSAQDLR.... Result: 1 (interaction). (2) The protein sequence of the target gene is MAAAVAAAPGALGSLHAGGARLVAACSAWLCPGLRLPGSLAGRRAGPAIWAQGWVPAAGGPAPKRGYSSEMKTEDELRVRHLEEENRGIVVLGINRAYGKNSLSKNLIKMLSKAVDALKSDKKVRTIIIRSEVPGIFCAGADLKERAKMSSSEVGPFVSKIRAVINDIANLPVPTIAAIDGLALGGGLELALACDIRVAASSAKMGLVETKLAIIPGGGGTQRLPRAIGMSLAKELIFSARVLDGKEAKAVGLISHVLEQNQEGDAAYRKALDLAREFLPQGPVAMRVAKLAINQGMEVD.... Result: 0 (no interaction). The miRNA is bta-miR-17-5p with sequence CAAAGUGCUUACAGUGCAGGUAGU. (3) The miRNA is hsa-miR-4315 with sequence CCGCUUUCUGAGCUGGAC. The protein sequence of the target gene is MDELALSFSLTCLLPENRASLSPSQPLSFQCLKAPATLTWEDEKQQRWGQPHGPVSSPLLGDHRCLVPFRDLNPSSEVNTANLLESPSSLLLTSCYICSYFSFYILGEKRCHSLKRLRYSVCCKVCPNFCACGKENVSGTGQVCTGVHVGAKEQEEPGGTQALRSCGIYCLEERTDKASHEECRERSTLGRPQCTGLTPSLAGESPCPRLLPGSPTVRHLIASSCPGLSDPLPLPPGTLPLGS. Result: 0 (no interaction). (4) The miRNA is rno-miR-155-5p with sequence UUAAUGCUAAUUGUGAUAGGGGU. The protein sequence of the target gene is MYYKFSGFTQKLAGAWASEAYSPQGLKPVVSTEAPPIIFATPTKLTSDSTVYDYAGKNKVPELQKFFQKADGVPVYLKRGLPDQMLYRTTMALTVGGTIYCLIALYMASQPKNK. Result: 0 (no interaction). (5) The miRNA is mmu-miR-27b-3p with sequence UUCACAGUGGCUAAGUUCUGC. The protein sequence of the target gene is MEDGFSSYSSLYDTSSLLQFCNDDSASAASSMEVSDRIASLEQRVQMQEDDIQLLKSALADVVRRLNITEEQQAVLNRKGPTKARPLGQTLPLRTTVNNGTVLPKKPSASLPAPSGARKEVVVPVTKSINRTSSSERVSPGGRRESSGDSKGSRNRTGSTSSSSSGKKNSESKPKEPAFSPEEGYVKMFLRGRPVTMYMPKDQVDSYSLEAKAELPTKRLKLEWVYGYRGRDCRNNLYLLPTGETVYFIASVVVLYNVEEQLQRHYAGHNDDVKCLAVHPDRITIATGQVAGTSKDGKQL.... Result: 0 (no interaction). (6) The miRNA is hsa-miR-4317 with sequence ACAUUGCCAGGGAGUUU. The protein sequence of the target gene is MFYVIGGITVSVVAFFFTIKFLFELAARVVSFLQNEDRERRGDRTIYDYVRGNYLDPRSCKVSWDWKDPYEVGHSMAFRVHLFYKNGQPFPAHRPVGLRVHISHVELAVEIPVTQEVLQEPNSNVVKVAFTVRKAGRYEITVKLGGLNVAYSPYYKIFQPGMVVPSKTKIVCHFSTLVLTCGQPHTLQIVPRDEYDNPTNNSMSLRDEHNYTLSIHELGPQEEESTGVSFEKSVTSNRQTFQVFLRLTLHSRGCFHACISYQNQPINNGEFDIIVLSEDEKNIVERNVSTSGVSIYFEAY.... Result: 1 (interaction). (7) The miRNA is cel-miR-249-3p with sequence UCACAGGACUUUUGAGCGUUGCC. The protein sequence of the target gene is MGDEDWEAEILKPHVSSYVPVFEKDKYSSGANGDTFNRTSASSDIGESSKKENTSTTGGFGRGKGFGNRGFLNNKFEEGDSSGFWKESNNDCEDNQTRSRGFSKRGGCQDGNDSEASGPFRRGGRGSFRGCRGGFGLGRPNSESDQDQGTQRGGGLFGSRKPAASDSGNGDTYQSRSGSGRGGYKGLNEEVVTGSGKNSWKSETEGGESSDSQGPKVTYIPPPPPEDEDSIFAHYQTGINFDKYDTILVEVSGHDAPPAILTFEEANLCQTLNNNIAKAGYTKLTPVQKYSIPIVLAGRD.... Result: 0 (no interaction).